Dataset: Reaction yield outcomes from USPTO patents with 853,638 reactions. Task: Predict the reaction yield, written as a fraction of the theoretical maximum amount of product (1.0 means a 100% yield; for example, 0.34 means a 34% yield). The reactants are N.O1CCOCC1.[Br:8][C:9]1[CH:10]=[C:11]2[C:15](=[C:16]([C:18](O)=[O:19])[CH:17]=1)[NH:14][CH:13]=[C:12]2[CH:21]1[CH2:26][CH2:25][S:24](=[O:28])(=[O:27])[CH2:23][CH2:22]1.C1C=CC2N(O)N=[N:35]C=2C=1.CCN=C=NCCCN(C)C.Cl. The catalyst is CN(C=O)C.O.CCOC(C)=O. The product is [Br:8][C:9]1[CH:10]=[C:11]2[C:15](=[C:16]([C:18]([NH2:35])=[O:19])[CH:17]=1)[NH:14][CH:13]=[C:12]2[CH:21]1[CH2:26][CH2:25][S:24](=[O:28])(=[O:27])[CH2:23][CH2:22]1. The yield is 0.960.